This data is from Full USPTO retrosynthesis dataset with 1.9M reactions from patents (1976-2016). The task is: Predict the reactants needed to synthesize the given product. (1) Given the product [C:17]([CH:2]1[CH2:7][CH2:6][N:5]([NH2:10])[CH2:4][CH2:3]1)(=[O:19])[NH2:18], predict the reactants needed to synthesize it. The reactants are: N[CH:2]1[CH2:7][CH2:6][NH:5][CH2:4][CH2:3]1.CC[N:10](C(C)C)C(C)C.[C:17](Cl)(=[O:19])[NH2:18]. (2) Given the product [CH3:32][S:33]([NH:2][C@H:3]1[CH2:7][CH2:6][N:5]([C:8]2[CH:13]=[CH:12][C:11]([N:14]3[CH2:18][C@H:17]([CH2:19][N:20]4[CH:24]=[CH:23][N:22]=[N:21]4)[O:16][C:15]3=[O:25])=[CH:10][C:9]=2[F:26])[CH2:4]1)(=[O:35])=[O:34], predict the reactants needed to synthesize it. The reactants are: Cl.[NH2:2][C@H:3]1[CH2:7][CH2:6][N:5]([C:8]2[CH:13]=[CH:12][C:11]([N:14]3[CH2:18][C@H:17]([CH2:19][N:20]4[CH:24]=[CH:23][N:22]=[N:21]4)[O:16][C:15]3=[O:25])=[CH:10][C:9]=2[F:26])[CH2:4]1.C(=O)(O)[O-].[Na+].[CH3:32][S:33](Cl)(=[O:35])=[O:34].